From a dataset of Forward reaction prediction with 1.9M reactions from USPTO patents (1976-2016). Predict the product of the given reaction. (1) Given the reactants [CH2:1]([O:8][C@@H:9]1[C@@H:14]([O:15][CH2:16][C:17]2[CH:22]=[CH:21][CH:20]=[CH:19][CH:18]=2)[C@H:13]([O:23][CH2:24][C:25]2[CH:30]=[CH:29][CH:28]=[CH:27][CH:26]=2)[C@@H:12]([CH2:31][O:32][CH2:33][C:34]2[CH:39]=[CH:38][CH:37]=[CH:36][CH:35]=2)[O:11][C@H:10]1[C:40]1[CH:45]=[C:44]([CH2:46][C:47]2[CH:52]=[CH:51][C:50](Br)=[CH:49][CH:48]=2)[C:43]([CH3:54])=[CH:42][C:41]=1[O:55][CH2:56][C:57]1[CH:62]=[CH:61][CH:60]=[CH:59][CH:58]=1)[C:2]1[CH:7]=[CH:6][CH:5]=[CH:4][CH:3]=1.[CH2:63]([O:70][C:71](=[O:89])[NH:72]/[C:73](/[NH:85][CH2:86][CH:87]=[CH2:88])=[N:74]\[C:75](=[O:84])[O:76][CH2:77][C:78]1[CH:83]=[CH:82][CH:81]=[CH:80][CH:79]=1)[C:64]1[CH:69]=[CH:68][CH:67]=[CH:66][CH:65]=1.CC1C(P(C2C(C)=CC=CC=2)C2C(C)=CC=CC=2)=CC=CC=1.C(N(CC)CC)C, predict the reaction product. The product is: [CH2:77]([O:76][C:75]([NH:74][C:73]([NH:85][CH2:86]/[CH:87]=[CH:88]/[C:50]1[CH:51]=[CH:52][C:47]([CH2:46][C:44]2[C:43]([CH3:54])=[CH:42][C:41]([O:55][CH2:56][C:57]3[CH:62]=[CH:61][CH:60]=[CH:59][CH:58]=3)=[C:40]([C@@H:10]3[O:11][C@H:12]([CH2:31][O:32][CH2:33][C:34]4[CH:39]=[CH:38][CH:37]=[CH:36][CH:35]=4)[C@@H:13]([O:23][CH2:24][C:25]4[CH:26]=[CH:27][CH:28]=[CH:29][CH:30]=4)[C@H:14]([O:15][CH2:16][C:17]4[CH:22]=[CH:21][CH:20]=[CH:19][CH:18]=4)[C@H:9]3[O:8][CH2:1][C:2]3[CH:3]=[CH:4][CH:5]=[CH:6][CH:7]=3)[CH:45]=2)=[CH:48][CH:49]=1)=[N:72][C:71]([O:70][CH2:63][C:64]1[CH:69]=[CH:68][CH:67]=[CH:66][CH:65]=1)=[O:89])=[O:84])[C:78]1[CH:83]=[CH:82][CH:81]=[CH:80][CH:79]=1. (2) Given the reactants C[C:2]1[CH:11]=[CH:10][C:9]2[C:4](=[C:5](O)[CH:6]=[CH:7][CH:8]=2)[N:3]=1.C([O-])([O-])=O.[K+].[K+], predict the reaction product. The product is: [N:3]1[C:4]2[C:9](=[CH:8][CH:7]=[CH:6][CH:5]=2)[CH:10]=[CH:11][CH:2]=1. (3) Given the reactants [NH2:1][C:2]1[CH:7]=[C:6](Cl)[N:5]=[C:4]([C:9]([O:11][CH3:12])=[O:10])[C:3]=1[Cl:13].N1C=CC=[CH:16][C:15]=1[C:20](O)=O.C(B1OC(C)(C)C(C)(C)O1)(C)=C.[F-].[K+], predict the reaction product. The product is: [NH2:1][C:2]1[CH:7]=[C:6]([C:15]([CH3:20])=[CH2:16])[N:5]=[C:4]([C:9]([O:11][CH3:12])=[O:10])[C:3]=1[Cl:13]. (4) Given the reactants [CH3:1][C:2]1[CH:7]=[CH:6][C:5]([N:8]2[CH2:13][CH2:12][N:11]([C:14]([O:16][CH2:17][CH:18]3[CH2:23][CH2:22][NH:21][CH2:20][CH2:19]3)=[O:15])[CH2:10][CH2:9]2)=[CH:4][CH:3]=1.[CH2:24]=O.O, predict the reaction product. The product is: [CH3:1][C:2]1[CH:7]=[CH:6][C:5]([N:8]2[CH2:9][CH2:10][N:11]([C:14]([O:16][CH2:17][CH:18]3[CH2:23][CH2:22][N:21]([CH3:24])[CH2:20][CH2:19]3)=[O:15])[CH2:12][CH2:13]2)=[CH:4][CH:3]=1. (5) Given the reactants [N:1]1[CH:6]=[CH:5][N:4]=[CH:3][C:2]=1[C:7]1(C(O)=O)[CH2:9][CH2:8]1.C1(P([N:27]=[N+]=[N-])(C2C=CC=CC=2)=O)C=CC=CC=1.[CH2:30]([OH:33])[CH:31]=[CH2:32].CCO[C:37](C)=[O:38], predict the reaction product. The product is: [CH2:30]([O:33][C:37](=[O:38])[NH:27][C:7]1([C:2]2[CH:3]=[N:4][CH:5]=[CH:6][N:1]=2)[CH2:8][CH2:9]1)[CH:31]=[CH2:32]. (6) Given the reactants [NH2:1][C@H:2]1[CH2:6][CH2:5][N:4]([C:7]([O:9][C:10]([CH3:13])([CH3:12])[CH3:11])=[O:8])[CH2:3]1.[O:14]1[CH2:19][CH2:18][C:17](=O)[CH2:16][CH2:15]1.[H][H], predict the reaction product. The product is: [O:14]1[CH2:19][CH2:18][CH:17]([NH:1][C@H:2]2[CH2:6][CH2:5][N:4]([C:7]([O:9][C:10]([CH3:13])([CH3:12])[CH3:11])=[O:8])[CH2:3]2)[CH2:16][CH2:15]1. (7) Given the reactants [Cl:1][C:2]1[CH:18]=[CH:17][C:5]2[CH2:6][CH2:7][N:8]([C:11](=[O:16])[C:12]([F:15])([F:14])[F:13])[CH2:9][CH2:10][C:4]=2[C:3]=1OS(C(F)(F)F)(=O)=O.[CH3:27][C:28]([CH3:42])([CH3:41])[CH2:29][C:30]([C:32]1[CH:39]=[CH:38][C:35]([CH2:36][NH2:37])=[CH:34][C:33]=1[F:40])=[O:31].C1C=CC(P(C2C(C3C(P(C4C=CC=CC=4)C4C=CC=CC=4)=CC=C4C=3C=CC=C4)=C3C(C=CC=C3)=CC=2)C2C=CC=CC=2)=CC=1.C(=O)([O-])[O-].[Cs+].[Cs+], predict the reaction product. The product is: [Cl:1][C:2]1[CH:18]=[CH:17][C:5]2[CH2:6][CH2:7][N:8]([C:11](=[O:16])[C:12]([F:15])([F:13])[F:14])[CH2:9][CH2:10][C:4]=2[C:3]=1[NH:37][CH2:36][C:35]1[CH:38]=[CH:39][C:32]([C:30](=[O:31])[CH2:29][C:28]([CH3:27])([CH3:41])[CH3:42])=[C:33]([F:40])[CH:34]=1.